This data is from Reaction yield outcomes from USPTO patents with 853,638 reactions. The task is: Predict the reaction yield, written as a fraction of the theoretical maximum amount of product (1.0 means a 100% yield; for example, 0.34 means a 34% yield). (1) The reactants are [NH2:1][C:2]1[CH:3]=[N:4][N:5]([CH3:22])[C:6]=1[N:7]1[CH2:12][CH2:11][CH2:10][C@H:9]([CH2:13][NH:14]C(=O)OC(C)(C)C)[CH2:8]1.C(OC([NH:30][C:31]1[S:35][C:34]([C:36]2[C:41]([F:42])=[CH:40][CH:39]=[CH:38][C:37]=2[F:43])=[N:33][C:32]=1[C:44](O)=[O:45])=O)(C)(C)C.CN(C(ON1N=NC2C=CC=NC1=2)=[N+](C)C)C.F[P-](F)(F)(F)(F)F. No catalyst specified. The product is [NH2:30][C:31]1[S:35][C:34]([C:36]2[C:41]([F:42])=[CH:40][CH:39]=[CH:38][C:37]=2[F:43])=[N:33][C:32]=1[C:44]([NH:1][C:2]1[CH:3]=[N:4][N:5]([CH3:22])[C:6]=1[N:7]1[CH2:12][CH2:11][CH2:10][C@@H:9]([CH2:13][NH2:14])[CH2:8]1)=[O:45]. The yield is 0.0620. (2) The reactants are [OH:1][C@@H:2]([C@H:7](O)[C:8]1[CH:13]=[CH:12][CH:11]=[CH:10][CH:9]=1)[C:3]([O:5][CH3:6])=[O:4].[BrH:15].[CH3:16][C:17]([OH:19])=O. The catalyst is C([O-])(O)=O.[Na+]. The product is [C:17]([O:1][C@@H:2]([C@@H:7]([Br:15])[C:8]1[CH:13]=[CH:12][CH:11]=[CH:10][CH:9]=1)[C:3]([O:5][CH3:6])=[O:4])(=[O:19])[CH3:16]. The yield is 0.710. (3) The catalyst is [Fe].O. The product is [NH2:1][C:4]1[CH:9]=[CH:8][CH:7]=[CH:6][C:5]=1[NH:10][C:11]1[CH:12]=[C:13]([CH:16]=[CH:17][CH:18]=1)[C:14]#[N:15]. The yield is 0.110. The reactants are [N+:1]([C:4]1[CH:9]=[CH:8][CH:7]=[CH:6][C:5]=1[NH:10][C:11]1[CH:12]=[C:13]([CH:16]=[CH:17][CH:18]=1)[C:14]#[N:15])([O-])=O.CO.[NH4+].[Cl-].